Dataset: Catalyst prediction with 721,799 reactions and 888 catalyst types from USPTO. Task: Predict which catalyst facilitates the given reaction. (1) Reactant: S(Cl)([Cl:3])=O.N[C@H](C(O)=O)[C@@H](C)O.[ClH:13].[CH3:14][O:15][C:16](=[O:22])[C@H:17]([C@@H:19]([CH3:21])O)[NH2:18]. Product: [ClH:3].[CH3:14][O:15][C:16](=[O:22])[CH:17]([NH2:18])[CH:19]([Cl:13])[CH3:21]. The catalyst class is: 5. (2) Reactant: [OH:1][CH2:2][CH2:3][N:4]1[CH2:9][CH2:8][O:7][CH2:6][CH2:5]1.C[Si]([N-][Si](C)(C)C)(C)C.[Li+].[CH:20]1([NH:23][C:24]([C:26]2[S:39][C:29]3=[N:30][C:31](S(C)=O)=[C:32]([Cl:35])[C:33]([CH3:34])=[C:28]3[C:27]=2[NH2:40])=[O:25])[CH2:22][CH2:21]1. Product: [CH:20]1([NH:23][C:24]([C:26]2[S:39][C:29]3=[N:30][C:31]([O:1][CH2:2][CH2:3][N:4]4[CH2:9][CH2:8][O:7][CH2:6][CH2:5]4)=[C:32]([Cl:35])[C:33]([CH3:34])=[C:28]3[C:27]=2[NH2:40])=[O:25])[CH2:22][CH2:21]1. The catalyst class is: 20. (3) Reactant: [CH3:1][O:2][C:3]1[CH:4]=[C:5]2[O:9][C:8]([C:10]3[N:11]=[C:12]4[N:16]([CH:17]=3)[N:15]=[C:14]([O:18][CH3:19])[S:13]4)=[CH:7][C:6]2=[C:20]([OH:22])[CH:21]=1.C1(P(C2C=CC=CC=2)C2C=CC=CC=2)C=CC=CC=1.[C:42]1([C:48]2[S:49][CH:50]=[C:51]([CH2:53]O)[N:52]=2)[CH:47]=[CH:46][CH:45]=[CH:44][CH:43]=1.N(C(OC(C)C)=O)=NC(OC(C)C)=O. Product: [CH3:19][O:18][C:14]1[S:13][C:12]2=[N:11][C:10]([C:8]3[O:9][C:5]4[CH:4]=[C:3]([O:2][CH3:1])[CH:21]=[C:20]([O:22][CH2:53][C:51]5[N:52]=[C:48]([C:42]6[CH:43]=[CH:44][CH:45]=[CH:46][CH:47]=6)[S:49][CH:50]=5)[C:6]=4[CH:7]=3)=[CH:17][N:16]2[N:15]=1. The catalyst class is: 217. (4) Reactant: [C:1]1([CH:7]([O:9][C:10]2[CH:17]=[CH:16][C:13]([CH:14]=O)=[CH:12][CH:11]=2)[CH3:8])[CH:6]=[CH:5][CH:4]=[CH:3][CH:2]=1.[NH:18]1[CH2:21][CH:20]([C:22]([OH:24])=[O:23])[CH2:19]1.CC(O)=O.[BH3-]C#N.[Na+]. Product: [C:1]1([CH:7]([O:9][C:10]2[CH:17]=[CH:16][C:13]([CH2:14][N:18]3[CH2:21][CH:20]([C:22]([OH:24])=[O:23])[CH2:19]3)=[CH:12][CH:11]=2)[CH3:8])[CH:6]=[CH:5][CH:4]=[CH:3][CH:2]=1. The catalyst class is: 5. (5) Reactant: Cl.[F:2][C:3]([F:13])([F:12])[C:4]1[CH:9]=[CH:8][C:7]([NH:10][NH2:11])=[CH:6][CH:5]=1.[CH3:14][C:15]([O:18][C:19](O[C:19]([O:18][C:15]([CH3:17])([CH3:16])[CH3:14])=[O:20])=[O:20])([CH3:17])[CH3:16].C([O-])([O-])=O.[Na+].[Na+].C(#N)C. Product: [F:2][C:3]([F:12])([F:13])[C:4]1[CH:5]=[CH:6][C:7]([NH:10][NH:11][C:19]([O:18][C:15]([CH3:17])([CH3:16])[CH3:14])=[O:20])=[CH:8][CH:9]=1. The catalyst class is: 6. (6) Reactant: Cl[C:2]1[N:10]=[CH:9][N:8]=[C:7]2[C:3]=1[N:4]=[CH:5][N:6]2[CH2:11][N:12]1[CH2:16][CH:15]([CH2:17][CH2:18][CH3:19])[CH2:14][C:13]1=[O:20].[CH:21]1([NH2:24])[CH2:23][CH2:22]1.C([O-])(O)=O.[Na+]. Product: [CH:21]1([NH:24][C:2]2[N:10]=[CH:9][N:8]=[C:7]3[C:3]=2[N:4]=[CH:5][N:6]3[CH2:11][N:12]2[CH2:16][CH:15]([CH2:17][CH2:18][CH3:19])[CH2:14][C:13]2=[O:20])[CH2:23][CH2:22]1. The catalyst class is: 1. (7) Reactant: [CH3:1][NH:2][CH:3]1[CH2:8][CH2:7][N:6]([C:9]([O:11][C:12]([CH3:15])([CH3:14])[CH3:13])=[O:10])[CH2:5][CH2:4]1.C(N(CC)CC)C.[CH:23]1([S:26](Cl)(=[O:28])=[O:27])[CH2:25][CH2:24]1.C(=O)(O)[O-].[Na+]. Product: [CH3:1][N:2]([CH:3]1[CH2:8][CH2:7][N:6]([C:9]([O:11][C:12]([CH3:15])([CH3:14])[CH3:13])=[O:10])[CH2:5][CH2:4]1)[S:26]([CH:23]1[CH2:25][CH2:24]1)(=[O:28])=[O:27]. The catalyst class is: 4.